From a dataset of Full USPTO retrosynthesis dataset with 1.9M reactions from patents (1976-2016). Predict the reactants needed to synthesize the given product. Given the product [N:1]1[CH:2]=[N:3][N:4]2[CH:9]=[C:8]([C:10]3[O:11][C:12]4([CH2:28][CH2:27][CH:26]([C:29]([NH2:33])=[O:30])[CH2:25][CH2:24]4)[C:13](=[O:23])[C:14]=3[C:15]3[CH:20]=[CH:19][C:18]([F:21])=[C:17]([CH3:22])[CH:16]=3)[CH:7]=[CH:6][C:5]=12, predict the reactants needed to synthesize it. The reactants are: [N:1]1[CH:2]=[N:3][N:4]2[CH:9]=[C:8]([C:10]3[O:11][C:12]4([CH2:28][CH2:27][CH:26]([C:29](O)=[O:30])[CH2:25][CH2:24]4)[C:13](=[O:23])[C:14]=3[C:15]3[CH:20]=[CH:19][C:18]([F:21])=[C:17]([CH3:22])[CH:16]=3)[CH:7]=[CH:6][C:5]=12.C[N:33](C=O)C.C(Cl)(C(Cl)=O)=O.